Predict which catalyst facilitates the given reaction. From a dataset of Catalyst prediction with 721,799 reactions and 888 catalyst types from USPTO. Reactant: [Cl:1][C:2]1[CH:3]=[C:4]([OH:9])[CH:5]=[CH:6][C:7]=1[Cl:8].OS(O)(=O)=O.[N+:15]([O-])([OH:17])=[O:16]. Product: [Cl:8][C:7]1[C:2]([Cl:1])=[CH:3][C:4]([OH:9])=[C:5]([N+:15]([O-:17])=[O:16])[CH:6]=1. The catalyst class is: 2.